Dataset: NCI-60 drug combinations with 297,098 pairs across 59 cell lines. Task: Regression. Given two drug SMILES strings and cell line genomic features, predict the synergy score measuring deviation from expected non-interaction effect. Drug 1: C1=C(C(=O)NC(=O)N1)F. Drug 2: CC1=CC=C(C=C1)C2=CC(=NN2C3=CC=C(C=C3)S(=O)(=O)N)C(F)(F)F. Cell line: OVCAR-5. Synergy scores: CSS=31.9, Synergy_ZIP=-0.562, Synergy_Bliss=-1.03, Synergy_Loewe=-4.75, Synergy_HSA=-0.386.